The task is: Predict the reaction yield, written as a fraction of the theoretical maximum amount of product (1.0 means a 100% yield; for example, 0.34 means a 34% yield).. This data is from Reaction yield outcomes from USPTO patents with 853,638 reactions. (1) The reactants are O[C:2](=[C:8]1[C:13](=O)[CH:12]2[CH2:15][CH:9]1[CH2:10][CH2:11]2)[C:3]([O:5][CH2:6][CH3:7])=[O:4].[NH2:16][NH2:17].O.ClCCl. The catalyst is C(O)(=O)C. The product is [NH:16]1[C:13]2[CH:12]3[CH2:15][CH:9]([CH2:10][CH2:11]3)[C:8]=2[C:2]([C:3]([O:5][CH2:6][CH3:7])=[O:4])=[N:17]1. The yield is 1.00. (2) The reactants are [CH2:1]([O:17][CH2:18][C@H:19](O)[CH2:20][OH:21])[CH2:2][CH2:3][CH2:4][CH2:5][CH2:6][CH2:7][CH2:8][CH2:9][CH2:10][CH2:11][CH2:12][CH2:13][CH2:14][CH2:15][CH3:16].C1C=CC(P(C2C=CC=CC=2)C2C=CC=CC=2)=CC=1.N(C(OC(C)C)=O)=NC(OC(C)C)=O.[Si]([N:60]=[N+:61]=[N-:62])(C)(C)C. The catalyst is C(Cl)Cl. The product is [N:60]([C@H:19]([CH2:18][O:17][CH2:1][CH2:2][CH2:3][CH2:4][CH2:5][CH2:6][CH2:7][CH2:8][CH2:9][CH2:10][CH2:11][CH2:12][CH2:13][CH2:14][CH2:15][CH3:16])[CH2:20][OH:21])=[N+:61]=[N-:62]. The yield is 0.760. (3) The reactants are [F:1][C:2]([F:7])([F:6])[C:3]([OH:5])=[O:4].[NH2:8][C:9]1[N:10]([CH3:28])[C:11](=[O:27])[C:12]2([N:26]=1)[C:21]1[C:16](=[CH:17][CH:18]=[C:19](Br)[CH:20]=1)[C:15](=[O:23])[C:14]([CH3:25])([CH3:24])[CH2:13]2.[N:29]1[CH:34]=[C:33](B(O)O)[CH:32]=[N:31][CH:30]=1.C([O-])([O-])=O.[Na+].[Na+].O1CCOCC1. The catalyst is C1C=CC([P]([Pd]([P](C2C=CC=CC=2)(C2C=CC=CC=2)C2C=CC=CC=2)([P](C2C=CC=CC=2)(C2C=CC=CC=2)C2C=CC=CC=2)[P](C2C=CC=CC=2)(C2C=CC=CC=2)C2C=CC=CC=2)(C2C=CC=CC=2)C2C=CC=CC=2)=CC=1. The product is [F:1][C:2]([F:7])([F:6])[C:3]([OH:5])=[O:4].[NH2:8][C:9]1[N:10]([CH3:28])[C:11](=[O:27])[C:12]2([N:26]=1)[C:21]1[C:16](=[CH:17][CH:18]=[C:19]([C:33]3[CH:34]=[N:29][CH:30]=[N:31][CH:32]=3)[CH:20]=1)[C:15](=[O:23])[C:14]([CH3:25])([CH3:24])[CH2:13]2. The yield is 0.850. (4) The reactants are C(OC([NH:8][C@@H:9]([CH2:39][C:40]1[CH:45]=[CH:44][C:43]([O:46][S:47]([CH3:50])(=[O:49])=[O:48])=[CH:42][CH:41]=1)[C:10]([O:12][C@H:13]([C:24]1[CH:29]=[CH:28][C:27]([O:30][CH:31]([F:33])[F:32])=[C:26]([O:34][CH2:35][CH:36]2[CH2:38][CH2:37]2)[CH:25]=1)[CH2:14][C:15]1[C:20]([Cl:21])=[CH:19][N+:18]([O-:22])=[CH:17][C:16]=1[Cl:23])=[O:11])=O)(C)(C)C.Cl. The catalyst is CCOC(C)=O. The product is [ClH:21].[NH2:8][C@@H:9]([CH2:39][C:40]1[CH:41]=[CH:42][C:43]([O:46][S:47]([CH3:50])(=[O:48])=[O:49])=[CH:44][CH:45]=1)[C:10]([O:12][C@H:13]([C:24]1[CH:29]=[CH:28][C:27]([O:30][CH:31]([F:33])[F:32])=[C:26]([O:34][CH2:35][CH:36]2[CH2:38][CH2:37]2)[CH:25]=1)[CH2:14][C:15]1[C:16]([Cl:23])=[CH:17][N+:18]([O-:22])=[CH:19][C:20]=1[Cl:21])=[O:11]. The yield is 0.800.